This data is from NCI-60 drug combinations with 297,098 pairs across 59 cell lines. The task is: Regression. Given two drug SMILES strings and cell line genomic features, predict the synergy score measuring deviation from expected non-interaction effect. (1) Drug 1: CCCS(=O)(=O)NC1=C(C(=C(C=C1)F)C(=O)C2=CNC3=C2C=C(C=N3)C4=CC=C(C=C4)Cl)F. Drug 2: B(C(CC(C)C)NC(=O)C(CC1=CC=CC=C1)NC(=O)C2=NC=CN=C2)(O)O. Cell line: CCRF-CEM. Synergy scores: CSS=39.8, Synergy_ZIP=11.7, Synergy_Bliss=18.8, Synergy_Loewe=-69.2, Synergy_HSA=16.7. (2) Drug 1: CC1=C(C=C(C=C1)NC2=NC=CC(=N2)N(C)C3=CC4=NN(C(=C4C=C3)C)C)S(=O)(=O)N.Cl. Drug 2: CCC1=C2CN3C(=CC4=C(C3=O)COC(=O)C4(CC)O)C2=NC5=C1C=C(C=C5)O. Cell line: HT29. Synergy scores: CSS=20.2, Synergy_ZIP=-4.13, Synergy_Bliss=1.45, Synergy_Loewe=-34.1, Synergy_HSA=-1.30. (3) Drug 1: C1CC(=O)NC(=O)C1N2CC3=C(C2=O)C=CC=C3N. Drug 2: C(CCl)NC(=O)N(CCCl)N=O. Cell line: A549. Synergy scores: CSS=8.46, Synergy_ZIP=-2.18, Synergy_Bliss=4.23, Synergy_Loewe=0.443, Synergy_HSA=1.11. (4) Drug 1: C1CC(=O)NC(=O)C1N2CC3=C(C2=O)C=CC=C3N. Drug 2: CC1CCCC2(C(O2)CC(NC(=O)CC(C(C(=O)C(C1O)C)(C)C)O)C(=CC3=CSC(=N3)C)C)C. Cell line: SF-295. Synergy scores: CSS=7.15, Synergy_ZIP=-3.59, Synergy_Bliss=-0.235, Synergy_Loewe=2.89, Synergy_HSA=2.89. (5) Drug 1: CC1=C2C(C(=O)C3(C(CC4C(C3C(C(C2(C)C)(CC1OC(=O)C(C(C5=CC=CC=C5)NC(=O)C6=CC=CC=C6)O)O)OC(=O)C7=CC=CC=C7)(CO4)OC(=O)C)O)C)OC(=O)C. Drug 2: C1=NNC2=C1C(=O)NC=N2. Cell line: PC-3. Synergy scores: CSS=3.02, Synergy_ZIP=-6.71, Synergy_Bliss=-3.66, Synergy_Loewe=-34.9, Synergy_HSA=-4.90. (6) Drug 1: CC1C(C(CC(O1)OC2CC(CC3=C2C(=C4C(=C3O)C(=O)C5=C(C4=O)C(=CC=C5)OC)O)(C(=O)C)O)N)O.Cl. Drug 2: C1=CC(=CC=C1CC(C(=O)O)N)N(CCCl)CCCl.Cl. Cell line: PC-3. Synergy scores: CSS=21.8, Synergy_ZIP=-4.35, Synergy_Bliss=-1.26, Synergy_Loewe=-5.94, Synergy_HSA=-0.639. (7) Drug 1: CC1=CC=C(C=C1)C2=CC(=NN2C3=CC=C(C=C3)S(=O)(=O)N)C(F)(F)F. Drug 2: COCCOC1=C(C=C2C(=C1)C(=NC=N2)NC3=CC=CC(=C3)C#C)OCCOC.Cl. Cell line: HT29. Synergy scores: CSS=1.11, Synergy_ZIP=2.49, Synergy_Bliss=4.07, Synergy_Loewe=1.29, Synergy_HSA=0.553. (8) Drug 1: CNC(=O)C1=CC=CC=C1SC2=CC3=C(C=C2)C(=NN3)C=CC4=CC=CC=N4. Drug 2: C1CC(=O)NC(=O)C1N2C(=O)C3=CC=CC=C3C2=O. Cell line: NCI/ADR-RES. Synergy scores: CSS=5.14, Synergy_ZIP=3.04, Synergy_Bliss=8.19, Synergy_Loewe=7.69, Synergy_HSA=6.21. (9) Drug 1: C1CCC(CC1)NC(=O)N(CCCl)N=O. Drug 2: C1C(C(OC1N2C=NC3=C2NC=NCC3O)CO)O. Cell line: ACHN. Synergy scores: CSS=18.6, Synergy_ZIP=-4.84, Synergy_Bliss=-0.920, Synergy_Loewe=0.345, Synergy_HSA=0.341.